Dataset: Catalyst prediction with 721,799 reactions and 888 catalyst types from USPTO. Task: Predict which catalyst facilitates the given reaction. (1) Reactant: [Cl:1][C:2]1[CH:3]=[C:4]([C:9]2([C:23]([F:26])([F:25])[F:24])[O:13][CH2:12][C:11]([C:14]3[CH:15]=[CH:16][C:17](F)=[C:18]([CH:21]=3)[C:19]#[N:20])=[CH:10]2)[CH:5]=[C:6]([Cl:8])[CH:7]=1.C(=O)([O-])[O-].[K+].[K+].[NH:33]1[CH:37]=[N:36][CH:35]=[N:34]1. Product: [Cl:1][C:2]1[CH:3]=[C:4]([C:9]2([C:23]([F:24])([F:25])[F:26])[O:13][CH2:12][C:11]([C:14]3[CH:15]=[CH:16][C:17]([N:33]4[CH:37]=[N:36][CH:35]=[N:34]4)=[C:18]([CH:21]=3)[C:19]#[N:20])=[CH:10]2)[CH:5]=[C:6]([Cl:8])[CH:7]=1. The catalyst class is: 10. (2) Reactant: [Br:1][C:2]1[CH:3]=[CH:4][C:5]2[N:11]3[C:12]([CH3:15])=[N:13][N:14]=[C:10]3[CH2:9][CH2:8][C:7](=NNC(=O)C)[C:6]=2[CH:21]=1.Cl.[O:23]1CCOCC1. Product: [Br:1][C:2]1[CH:3]=[CH:4][C:5]2[N:11]3[C:12]([CH3:15])=[N:13][N:14]=[C:10]3[CH2:9][CH2:8][C:7](=[O:23])[C:6]=2[CH:21]=1. The catalyst class is: 6.